This data is from Full USPTO retrosynthesis dataset with 1.9M reactions from patents (1976-2016). The task is: Predict the reactants needed to synthesize the given product. (1) The reactants are: [Cl:1][C:2]1[CH:7]=[CH:6][CH:5]=[C:4]([Cl:8])[C:3]=1[C:9]1[C:13]([C:14](O)=[O:15])=[C:12]([CH3:17])[O:11][N:10]=1.S(Cl)([Cl:20])=O. Given the product [Cl:1][C:2]1[CH:7]=[CH:6][CH:5]=[C:4]([Cl:8])[C:3]=1[C:9]1[C:13]([C:14]([Cl:20])=[O:15])=[C:12]([CH3:17])[O:11][N:10]=1, predict the reactants needed to synthesize it. (2) Given the product [NH2:15][C:12]1[C:11]2=[CH:16][CH:17]=[C:18]([CH2:7][N:1]3[CH2:5][CH2:4][CH:3]([OH:6])[CH2:2]3)[N:10]2[N:9]=[CH:14][N:13]=1, predict the reactants needed to synthesize it. The reactants are: [NH:1]1[CH2:5][CH2:4][CH:3]([OH:6])[CH2:2]1.[CH2:7]=O.[N:9]1[N:10]2[CH:18]=[CH:17][CH:16]=[C:11]2[C:12]([NH2:15])=[N:13][CH:14]=1. (3) Given the product [CH3:2][CH2:1][N:3]([CH2:4][CH2:5][NH:6][C:7]([C:9]1[C:13]([CH3:14])=[C:12](/[CH:15]=[C:24]2/[C:23]3[CH:22]=[C:21]([F:20])[CH:29]=[CH:28][C:27]=3[NH:26][C:25]/2=[O:30])[NH:11][C:10]=1[CH3:17])=[O:8])[CH2:18][CH3:19], predict the reactants needed to synthesize it. The reactants are: [CH2:1]([N:3]([CH2:18][CH3:19])[CH2:4][CH2:5][NH:6][C:7]([C:9]1[C:13]([CH3:14])=[C:12]([CH:15]=O)[NH:11][C:10]=1[CH3:17])=[O:8])[CH3:2].[F:20][C:21]1[CH:22]=[C:23]2[C:27](=[CH:28][CH:29]=1)[NH:26][C:25](=[O:30])[CH2:24]2.CCCCCCCC.CCCCCCCCC.CCCCCCCCCC.N1CCCC1. (4) Given the product [CH2:11]([O:12][CH:13]1[CH2:18][CH2:17][CH2:16][CH2:15][O:14]1)[CH2:10][CH2:9][CH2:8][CH2:7][CH2:6][CH2:5][CH2:4][CH2:3][CH2:2][CH2:36][CH2:35][CH2:34][CH2:33][CH2:32][CH2:31][CH2:30][CH2:29][CH2:28][CH2:27][CH2:26][CH2:25][CH2:24][CH2:23][CH2:22][CH2:21][CH2:20][CH3:19], predict the reactants needed to synthesize it. The reactants are: Br[CH2:2][CH2:3][CH2:4][CH2:5][CH2:6][CH2:7][CH2:8][CH2:9][CH2:10][CH2:11][O:12][CH:13]1[CH2:18][CH2:17][CH2:16][CH2:15][O:14]1.[CH2:19]([Mg]Cl)[CH2:20][CH2:21][CH2:22][CH2:23][CH2:24][CH2:25][CH2:26][CH2:27][CH2:28][CH2:29][CH2:30][CH2:31][CH2:32][CH2:33][CH2:34][CH2:35][CH3:36]. (5) Given the product [CH3:21][S:22]([O:1][C@@H:2]1[CH2:6][CH2:5][N:4]([C:7]([O:9][C:10]([CH3:13])([CH3:12])[CH3:11])=[O:8])[CH2:3]1)(=[O:24])=[O:23], predict the reactants needed to synthesize it. The reactants are: [OH:1][C@@H:2]1[CH2:6][CH2:5][N:4]([C:7]([O:9][C:10]([CH3:13])([CH3:12])[CH3:11])=[O:8])[CH2:3]1.C(N(CC)CC)C.[CH3:21][S:22](Cl)(=[O:24])=[O:23].O. (6) Given the product [C:1]([N:3]=[C:4]([N:23]1[CH2:22][CH2:21][N:20]([C:26]([O:28][CH2:29][C:30]2[CH:35]=[CH:34][CH:33]=[CH:32][CH:31]=2)=[O:27])[CH2:25][CH2:24]1)[NH:5][C:6]1[CH:11]=[CH:10][CH:9]=[CH:8][C:7]=1[CH3:12])#[N:2], predict the reactants needed to synthesize it. The reactants are: [C:1]([N:3]=[C:4](OC1C=CC=CC=1)[NH:5][C:6]1[CH:11]=[CH:10][CH:9]=[CH:8][C:7]=1[CH3:12])#[N:2].[N:20]1([C:26]([O:28][CH2:29][C:30]2[CH:35]=[CH:34][CH:33]=[CH:32][CH:31]=2)=[O:27])[CH2:25][CH2:24][NH:23][CH2:22][CH2:21]1.